From a dataset of Forward reaction prediction with 1.9M reactions from USPTO patents (1976-2016). Predict the product of the given reaction. (1) Given the reactants [C:1]([C:5]1[NH:14][C:13](=O)[C:12]2[C:7](=[CH:8][CH:9]=[C:10]([I:16])[CH:11]=2)[N:6]=1)([CH3:4])([CH3:3])[CH3:2].O=P(Cl)(Cl)[Cl:19].C1CCN2C(=NCCC2)CC1.C(=O)([O-])[O-].[Na+].[Na+].C(=O)([O-])O.[Na+], predict the reaction product. The product is: [C:1]([C:5]1[N:14]=[C:13]([Cl:19])[C:12]2[C:7](=[CH:8][CH:9]=[C:10]([I:16])[CH:11]=2)[N:6]=1)([CH3:4])([CH3:3])[CH3:2]. (2) Given the reactants [Cl:1][C:2]1[CH:3]=[C:4]2[C:9](=[CH:10][C:11]=1[O:12][C:13]1[CH:21]=[CH:20][C:16]([C:17]([OH:19])=O)=[CH:15][CH:14]=1)[O:8][CH2:7][CH2:6][CH:5]2[C:22]([O:24][CH2:25][CH3:26])=[O:23].C(Cl)(=O)C(Cl)=O.[Br:33][C:34]1[N:39]=[C:38]([NH2:40])[CH:37]=[CH:36][CH:35]=1, predict the reaction product. The product is: [Br:33][C:34]1[N:39]=[C:38]([NH:40][C:17]([C:16]2[CH:15]=[CH:14][C:13]([O:12][C:11]3[CH:10]=[C:9]4[C:4]([CH:5]([C:22]([O:24][CH2:25][CH3:26])=[O:23])[CH2:6][CH2:7][O:8]4)=[CH:3][C:2]=3[Cl:1])=[CH:21][CH:20]=2)=[O:19])[CH:37]=[CH:36][CH:35]=1. (3) The product is: [NH2:1][C:2]1[S:3][C:4]([C:10]2[CH:15]=[CH:14][CH:13]=[CH:12][CH:11]=2)=[CH:5][C:6]=1[C:7]([NH:16][C@H:17]1[CH2:23][CH2:22][CH2:21][CH2:20][N:19]([C:24]([O:26][C:27]([CH3:30])([CH3:29])[CH3:28])=[O:25])[CH2:18]1)=[O:9]. Given the reactants [NH2:1][C:2]1[S:3][C:4]([C:10]2[CH:15]=[CH:14][CH:13]=[CH:12][CH:11]=2)=[CH:5][C:6]=1[C:7]([OH:9])=O.[NH2:16][C@H:17]1[CH2:23][CH2:22][CH2:21][CH2:20][N:19]([C:24]([O:26][C:27]([CH3:30])([CH3:29])[CH3:28])=[O:25])[CH2:18]1.ON1C2C=CC=CC=2N=N1.CCN=C=NCCCN(C)C.CN1CCOCC1, predict the reaction product. (4) Given the reactants C([O:3][C:4]([C:6]12[CH2:23][CH:22]1[CH:21]=[CH:20][CH2:19][CH2:18][CH2:17][CH2:16][NH:15][C:14](=[O:24])[N:13]1[CH:9]([CH2:10][CH:11]([O:25][C:26]3[C:35]4[C:30](=[CH:31][C:32]([O:36][CH3:37])=[CH:33][CH:34]=4)[N:29]=[C:28]([C:38]4[CH:43]=[CH:42][CH:41]=[CH:40][CH:39]=4)[CH:27]=3)[CH2:12]1)[C:8](=[O:44])[NH:7]2)=[O:5])C.[OH-].[Na+], predict the reaction product. The product is: [CH3:37][O:36][C:32]1[CH:31]=[C:30]2[C:35]([C:26]([O:25][CH:11]3[CH2:10][CH:9]4[N:13]([C:14](=[O:24])[NH:15][CH2:16][CH2:17][CH2:18][CH2:19][CH:20]=[CH:21][CH:22]5[C:6]([C:4]([OH:5])=[O:3])([NH:7][C:8]4=[O:44])[CH2:23]5)[CH2:12]3)=[CH:27][C:28]([C:38]3[CH:39]=[CH:40][CH:41]=[CH:42][CH:43]=3)=[N:29]2)=[CH:34][CH:33]=1. (5) The product is: [CH2:7]([N:8]1[CH2:9][C@H:10]2[C@H:11]([CH2:15]2)[C@H:12]1[CH2:13][OH:14])[C:1]1[CH:2]=[CH:3][CH:4]=[CH:5][CH:6]=1. Given the reactants [C:1]1([C@H:7]2[O:14][CH2:13][C@H:12]3[N:8]2[C:9](=O)[C@@H:10]2[CH2:15][C@@H:11]23)[CH:6]=[CH:5][CH:4]=[CH:3][CH:2]=1.[H-].[Al+3].[Li+].[H-].[H-].[H-].[OH-].[Na+].[O-]S([O-])(=O)=O.[Na+].[Na+], predict the reaction product.